From a dataset of Peptide-MHC class I binding affinity with 185,985 pairs from IEDB/IMGT. Regression. Given a peptide amino acid sequence and an MHC pseudo amino acid sequence, predict their binding affinity value. This is MHC class I binding data. The peptide sequence is IRFPKTFGY. The MHC is HLA-A24:02 with pseudo-sequence HLA-A24:02. The binding affinity (normalized) is 0.